From a dataset of Rat liver microsome stability data. Regression/Classification. Given a drug SMILES string, predict its absorption, distribution, metabolism, or excretion properties. Task type varies by dataset: regression for continuous measurements (e.g., permeability, clearance, half-life) or binary classification for categorical outcomes (e.g., BBB penetration, CYP inhibition). Dataset: rlm. (1) The molecule is Cc1cn2c(-c3cn[nH]c3)cnc2c(Nc2ccc(C(=O)N3CCNCC3)cc2F)n1. The result is 1 (stable in rat liver microsomes). (2) The compound is C[C@@H](N1CCc2nc(-c3cncnc3)sc2C1)[C@](O)(Cn1cncn1)c1ccc(F)cc1F. The result is 0 (unstable in rat liver microsomes). (3) The compound is N#Cc1c(-c2ccc(C(F)(F)F)cc2)cc(NCCN2CCCC2)n2c1nc1ccccc12. The result is 0 (unstable in rat liver microsomes). (4) The drug is C=C(C)[C@@H]1CC[C@]2(CNCCN3CCOCC3)CC[C@]3(C)[C@H](CC[C@@H]4[C@@]5(C)CC=C(c6ccc(C(=O)O)cc6)C(C)(C)[C@@H]5CC[C@]43C)[C@@H]12. The result is 0 (unstable in rat liver microsomes). (5) The drug is Cn1cc(-c2nc(Nc3ccc(F)c(F)c3)c3ccccc3n2)cn1. The result is 1 (stable in rat liver microsomes).